This data is from Full USPTO retrosynthesis dataset with 1.9M reactions from patents (1976-2016). The task is: Predict the reactants needed to synthesize the given product. (1) Given the product [Br:4][C:5]1[N:14]([CH2:15][O:16][CH2:17][CH2:18][Si:19]([CH3:22])([CH3:21])[CH3:20])[C:8]2[CH:9]=[N:10][NH:11][C:12](=[O:13])[C:7]=2[C:6]=1[CH2:23][O:3][CH2:1][CH3:2], predict the reactants needed to synthesize it. The reactants are: [CH2:1]([OH:3])[CH3:2].[Br:4][C:5]1[N:14]([CH2:15][O:16][CH2:17][CH2:18][Si:19]([CH3:22])([CH3:21])[CH3:20])[C:8]2[CH:9]=[N:10][NH:11][C:12](=[O:13])[C:7]=2[C:6]=1[CH2:23]Br.C(O)C.[O-]CC.[Na+]. (2) Given the product [C:18]([OH:25])(=[O:24])/[CH:19]=[CH:20]/[C:21]([OH:23])=[O:22].[Cl:1][C:2]1[CH:7]=[CH:6][CH:5]=[CH:4][C:3]=1[C:8]1([C:14]([O:16][CH3:17])=[O:15])[CH2:10][CH:9]1[CH2:11][NH:12][CH3:13], predict the reactants needed to synthesize it. The reactants are: [Cl:1][C:2]1[CH:7]=[CH:6][CH:5]=[CH:4][C:3]=1[C:8]1([C:14]([O:16][CH3:17])=[O:15])[CH2:10][CH:9]1[CH2:11][NH:12][CH3:13].[C:18]([OH:25])(=[O:24])/[CH:19]=[CH:20]/[C:21]([OH:23])=[O:22]. (3) The reactants are: [OH:1][CH2:2][CH2:3][NH:4][CH2:5][CH:6]([OH:10])[CH:7]([CH3:9])[CH3:8].[C:11](O[C:11]([O:13][C:14]([CH3:17])([CH3:16])[CH3:15])=[O:12])([O:13][C:14]([CH3:17])([CH3:16])[CH3:15])=[O:12].C(N(CC)CC)C.O. Given the product [C:14]([O:13][C:11](=[O:12])[N:4]([CH2:3][CH2:2][OH:1])[CH2:5][CH:6]([OH:10])[CH:7]([CH3:9])[CH3:8])([CH3:17])([CH3:16])[CH3:15], predict the reactants needed to synthesize it. (4) Given the product [CH3:9][NH:10][C:2]([CH3:8])=[CH:3][C:4]([O:6][CH3:7])=[O:5], predict the reactants needed to synthesize it. The reactants are: O=[C:2]([CH3:8])[CH2:3][C:4]([O:6][CH3:7])=[O:5].[CH3:9][NH2:10].CO. (5) Given the product [Cl:26][C:27]1[CH:28]=[CH:29][C:30]([NH:33][C:34]([N:36]2[CH2:41][CH2:40][N:39]([C:11]3[C:14](=[O:15])[C:13](=[O:17])[C:12]=3[NH:1][C:2]3[CH:7]=[CH:6][CH:5]=[CH:4][C:3]=3[CH3:8])[CH2:38][CH:37]2[C:42]2[CH:43]=[CH:44][CH:45]=[CH:46][CH:47]=2)=[O:35])=[CH:31][CH:32]=1, predict the reactants needed to synthesize it. The reactants are: [NH2:1][C:2]1[C:3]([CH3:8])=[CH:4][CH:5]=[CH:6][CH:7]=1.CO[C:11]1[C:12](=O)[C:13](=[O:17])[C:14]=1[O:15]C.C(N(CC)CC)C.[Cl:26][C:27]1[CH:32]=[CH:31][C:30]([NH:33][C:34]([N:36]2[CH2:41][CH2:40][NH:39][CH2:38][CH:37]2[C:42]2[CH:47]=[CH:46][CH:45]=[CH:44][CH:43]=2)=[O:35])=[CH:29][CH:28]=1. (6) Given the product [CH:14]1([N:12]([CH3:13])[C:4]2[N:3]=[CH:2][N:7]=[C:6]([C:8]([OH:10])=[O:9])[CH:5]=2)[CH2:15][CH2:16][CH2:17][CH2:18][CH2:19]1, predict the reactants needed to synthesize it. The reactants are: Cl[C:2]1[N:7]=[C:6]([C:8]([O:10]C)=[O:9])[CH:5]=[C:4]([N:12]([CH:14]2[CH2:19][CH2:18][CH2:17][CH2:16][CH2:15]2)[CH3:13])[N:3]=1.C(N(CC)CC)C.C1(N(C)C2N=CN=C(C(OC)=O)C=2)CCCCC1.C1(N(C)C2N=CN=C(C(OCC)=O)C=2)CCCCC1.[OH-].[Li+].